Dataset: Catalyst prediction with 721,799 reactions and 888 catalyst types from USPTO. Task: Predict which catalyst facilitates the given reaction. (1) Reactant: [S:1]([CH2:11][CH2:12][O:13][C:14](=[O:18])[C:15]([CH3:17])=[CH2:16])([C:4]1[CH:10]=[CH:9][C:7]([CH3:8])=[CH:6][CH:5]=1)(=[O:3])=[O:2].[OH:19][CH2:20][CH2:21][O:22][C:23](=[O:26])[CH:24]=[CH2:25].[CH3:27][O:28][C:29](=[O:33])[C:30]([CH3:32])=[CH2:31].CC(N=NC(C#N)(C)C)(C#N)C. Product: [S:1]([CH2:11][CH2:12][O:13][C:14](=[O:18])[C:15]([CH3:17])=[CH2:16])([C:4]1[CH:5]=[CH:6][C:7]([CH3:8])=[CH:9][CH:10]=1)(=[O:3])=[O:2].[OH:19][CH2:20][CH2:21][O:22][C:23](=[O:26])[CH:24]=[CH2:25].[CH3:27][O:28][C:29](=[O:33])[C:30]([CH3:32])=[CH2:31]. The catalyst class is: 7. (2) Reactant: [Br:1][C:2]1[C:7]([O:8][CH3:9])=[CH:6][C:5]([C:10]2[N:11]=[CH:12][S:13][CH:14]=2)=[CH:4][C:3]=1[O:15][CH3:16].[Li+].C[Si]([N-][Si](C)(C)C)(C)C.CON(C)[C:30](=[O:46])[CH:31]([O:44][CH3:45])[C:32]1[CH:37]=[CH:36][C:35]([N:38]2[CH2:43][CH2:42][O:41][CH2:40][CH2:39]2)=[CH:34][CH:33]=1. Product: [Br:1][C:2]1[C:7]([O:8][CH3:9])=[CH:6][C:5]([C:10]2[N:11]=[C:12]([C:30](=[O:46])[CH:31]([O:44][CH3:45])[C:32]3[CH:33]=[CH:34][C:35]([N:38]4[CH2:39][CH2:40][O:41][CH2:42][CH2:43]4)=[CH:36][CH:37]=3)[S:13][CH:14]=2)=[CH:4][C:3]=1[O:15][CH3:16]. The catalyst class is: 1.